This data is from NCI-60 drug combinations with 297,098 pairs across 59 cell lines. The task is: Regression. Given two drug SMILES strings and cell line genomic features, predict the synergy score measuring deviation from expected non-interaction effect. (1) Synergy scores: CSS=33.1, Synergy_ZIP=-0.409, Synergy_Bliss=1.68, Synergy_Loewe=-41.3, Synergy_HSA=0.880. Cell line: A549. Drug 1: C1=NC2=C(N1)C(=S)N=C(N2)N. Drug 2: CCCCCOC(=O)NC1=NC(=O)N(C=C1F)C2C(C(C(O2)C)O)O. (2) Cell line: MOLT-4. Synergy scores: CSS=71.9, Synergy_ZIP=4.93, Synergy_Bliss=3.32, Synergy_Loewe=-5.91, Synergy_HSA=6.30. Drug 2: CCCCC(=O)OCC(=O)C1(CC(C2=C(C1)C(=C3C(=C2O)C(=O)C4=C(C3=O)C=CC=C4OC)O)OC5CC(C(C(O5)C)O)NC(=O)C(F)(F)F)O. Drug 1: CC1=C(C(CCC1)(C)C)C=CC(=CC=CC(=CC(=O)O)C)C.